Dataset: Forward reaction prediction with 1.9M reactions from USPTO patents (1976-2016). Task: Predict the product of the given reaction. (1) Given the reactants [CH2:1]([O:8][C:9]([NH:11][CH2:12][C:13]([OH:15])=[O:14])=[O:10])[C:2]1[CH:7]=[CH:6][CH:5]=[CH:4][CH:3]=1.[C:16]([O:22][CH2:23][CH2:24]Cl)(=[O:21])[CH2:17][C:18]([CH3:20])=[O:19].C(N(CC)CC)C.Cl, predict the reaction product. The product is: [CH2:1]([O:8][C:9]([NH:11][CH2:12][C:13]([O:15][CH:17]([C:18](=[O:19])[CH3:20])[C:16]([O:22][CH2:23][CH3:24])=[O:21])=[O:14])=[O:10])[C:2]1[CH:3]=[CH:4][CH:5]=[CH:6][CH:7]=1. (2) Given the reactants [CH2:1]([C:5]1[CH:10]=[CH:9][C:8]([CH:11]([CH3:25])[C:12]([O:14][CH2:15][CH2:16][NH:17]C(OC(C)(C)C)=O)=[O:13])=[CH:7][CH:6]=1)[CH:2]([CH3:4])[CH3:3].[ClH:26], predict the reaction product. The product is: [Cl-:26].[CH2:1]([C:5]1[CH:10]=[CH:9][C:8]([CH:11]([CH3:25])[C:12]([O:14][CH2:15][CH2:16][NH3+:17])=[O:13])=[CH:7][CH:6]=1)[CH:2]([CH3:4])[CH3:3].